The task is: Regression. Given two drug SMILES strings and cell line genomic features, predict the synergy score measuring deviation from expected non-interaction effect.. This data is from NCI-60 drug combinations with 297,098 pairs across 59 cell lines. (1) Drug 1: CCC1(CC2CC(C3=C(CCN(C2)C1)C4=CC=CC=C4N3)(C5=C(C=C6C(=C5)C78CCN9C7C(C=CC9)(C(C(C8N6C)(C(=O)OC)O)OC(=O)C)CC)OC)C(=O)OC)O.OS(=O)(=O)O. Drug 2: C1C(C(OC1N2C=NC(=NC2=O)N)CO)O. Cell line: SR. Synergy scores: CSS=19.8, Synergy_ZIP=0.241, Synergy_Bliss=0.241, Synergy_Loewe=-2.71, Synergy_HSA=-0.957. (2) Drug 1: CC1CCC2CC(C(=CC=CC=CC(CC(C(=O)C(C(C(=CC(C(=O)CC(OC(=O)C3CCCCN3C(=O)C(=O)C1(O2)O)C(C)CC4CCC(C(C4)OC)OCCO)C)C)O)OC)C)C)C)OC. Drug 2: COC1=C2C(=CC3=C1OC=C3)C=CC(=O)O2. Cell line: DU-145. Synergy scores: CSS=10.2, Synergy_ZIP=-1.33, Synergy_Bliss=0.427, Synergy_Loewe=-15.2, Synergy_HSA=-0.410. (3) Drug 1: C1=CC(=C2C(=C1NCCNCCO)C(=O)C3=C(C=CC(=C3C2=O)O)O)NCCNCCO. Drug 2: CCN(CC)CCNC(=O)C1=C(NC(=C1C)C=C2C3=C(C=CC(=C3)F)NC2=O)C. Cell line: MDA-MB-231. Synergy scores: CSS=32.7, Synergy_ZIP=4.32, Synergy_Bliss=3.29, Synergy_Loewe=-15.5, Synergy_HSA=1.39. (4) Drug 1: CCC1(CC2CC(C3=C(CCN(C2)C1)C4=CC=CC=C4N3)(C5=C(C=C6C(=C5)C78CCN9C7C(C=CC9)(C(C(C8N6C=O)(C(=O)OC)O)OC(=O)C)CC)OC)C(=O)OC)O.OS(=O)(=O)O. Drug 2: C1CC(C1)(C(=O)O)C(=O)O.[NH2-].[NH2-].[Pt+2]. Cell line: RPMI-8226. Synergy scores: CSS=25.1, Synergy_ZIP=-1.57, Synergy_Bliss=0.831, Synergy_Loewe=-16.9, Synergy_HSA=1.15. (5) Drug 1: CC1C(C(CC(O1)OC2CC(CC3=C2C(=C4C(=C3O)C(=O)C5=C(C4=O)C(=CC=C5)OC)O)(C(=O)CO)O)N)O.Cl. Drug 2: C1C(C(OC1N2C=NC3=C2NC=NCC3O)CO)O. Cell line: NCI-H522. Synergy scores: CSS=3.91, Synergy_ZIP=0.475, Synergy_Bliss=-5.13, Synergy_Loewe=-4.28, Synergy_HSA=-3.77. (6) Drug 1: CNC(=O)C1=CC=CC=C1SC2=CC3=C(C=C2)C(=NN3)C=CC4=CC=CC=N4. Drug 2: C1CC(C1)(C(=O)O)C(=O)O.[NH2-].[NH2-].[Pt+2]. Cell line: NCI-H460. Synergy scores: CSS=49.6, Synergy_ZIP=4.14, Synergy_Bliss=6.07, Synergy_Loewe=6.03, Synergy_HSA=6.79.